From a dataset of Peptide-MHC class II binding affinity with 134,281 pairs from IEDB. Regression. Given a peptide amino acid sequence and an MHC pseudo amino acid sequence, predict their binding affinity value. This is MHC class II binding data. (1) The peptide sequence is WQLYMFGETLSRAII. The MHC is DRB1_1302 with pseudo-sequence DRB1_1302. The binding affinity (normalized) is 0.403. (2) The peptide sequence is NGNATPQLTKNAGVL. The MHC is DRB5_0101 with pseudo-sequence DRB5_0101. The binding affinity (normalized) is 0. (3) The peptide sequence is ISATPEWATPFPHRK. The MHC is HLA-DPA10103-DPB10201 with pseudo-sequence HLA-DPA10103-DPB10201. The binding affinity (normalized) is 0.200. (4) The peptide sequence is GVWVLAEPTKGKNER. The MHC is DRB1_0405 with pseudo-sequence DRB1_0405. The binding affinity (normalized) is 0.671. (5) The peptide sequence is ELYKYKVVKIEPLGV. The MHC is HLA-DQA10101-DQB10501 with pseudo-sequence HLA-DQA10101-DQB10501. The binding affinity (normalized) is 0.206. (6) The peptide sequence is SGFQGLPGPPGPPGEGGK. The MHC is DRB1_0406 with pseudo-sequence DRB1_0403. The binding affinity (normalized) is 0.257. (7) The peptide sequence is AFKRAATAANAAPAN. The MHC is HLA-DPA10103-DPB10301 with pseudo-sequence HLA-DPA10103-DPB10301. The binding affinity (normalized) is 0.780. (8) The peptide sequence is ASAAALAGDAAGAWR. The MHC is DRB1_0401 with pseudo-sequence DRB1_0401. The binding affinity (normalized) is 0.259.